This data is from Forward reaction prediction with 1.9M reactions from USPTO patents (1976-2016). The task is: Predict the product of the given reaction. Given the reactants Cl[C:2]1[C:11]2[C:6](=[CH:7][CH:8]=[C:9]([Cl:12])[N:10]=2)[N:5]=[CH:4][C:3]=1[C:13](=[O:15])[CH3:14].[N:16]1([CH2:21][CH2:22][CH:23]2[CH2:28][CH2:27][NH:26][CH2:25][CH2:24]2)[CH2:20][CH2:19][CH2:18][CH2:17]1, predict the reaction product. The product is: [Cl:12][C:9]1[N:10]=[C:11]2[C:6](=[CH:7][CH:8]=1)[N:5]=[CH:4][C:3]([C:13](=[O:15])[CH3:14])=[C:2]2[N:26]1[CH2:25][CH2:24][CH:23]([CH2:22][CH2:21][N:16]2[CH2:20][CH2:19][CH2:18][CH2:17]2)[CH2:28][CH2:27]1.